The task is: Predict which catalyst facilitates the given reaction.. This data is from Catalyst prediction with 721,799 reactions and 888 catalyst types from USPTO. Reactant: [C:1](=[O:64])([O:62][CH3:63])[O:2][C@@H:3]1[C@@H:8]([N:9]([CH3:11])[CH3:10])[CH2:7][C@@H:6]([CH3:12])[O:5][C@H:4]1[O:13][C@H:14]([C@@H:41]([CH3:61])[C:42](=[O:60])[C@@H:43]([CH3:59])[C:44]([N:46]1[C@H:50]([CH2:51][C:52]2[CH:57]=[CH:56][CH:55]=[CH:54][CH:53]=2)[CH2:49][O:48][C:47]1=[O:58])=[O:45])[C@H:15]([CH2:19][C@@H:20]([CH3:40])[CH2:21][O:22][Si](C(C)(C)C)(C1C=CC=CC=1)C1C=CC=CC=1)[CH2:16][CH:17]=[CH2:18]. Product: [C:1](=[O:64])([O:62][CH3:63])[O:2][C@@H:3]1[C@@H:8]([N:9]([CH3:11])[CH3:10])[CH2:7][C@@H:6]([CH3:12])[O:5][C@H:4]1[O:13][C@H:14]([C@@H:41]([CH3:61])[C:42](=[O:60])[C@@H:43]([CH3:59])[C:44]([N:46]1[C@H:50]([CH2:51][C:52]2[CH:57]=[CH:56][CH:55]=[CH:54][CH:53]=2)[CH2:49][O:48][C:47]1=[O:58])=[O:45])[C@H:15]([CH2:19][C@@H:20]([CH3:40])[CH2:21][OH:22])[CH2:16][CH:17]=[CH2:18]. The catalyst class is: 10.